From a dataset of Reaction yield outcomes from USPTO patents with 853,638 reactions. Predict the reaction yield, written as a fraction of the theoretical maximum amount of product (1.0 means a 100% yield; for example, 0.34 means a 34% yield). The reactants are C([Mg]Cl)(C)C.[CH2:6]([CH:9]([CH2:20][CH:21]=[CH2:22])[CH2:10][O:11][SiH2:12][C:13]1[CH:18]=[CH:17][C:16](I)=[CH:15][CH:14]=1)[CH:7]=[CH2:8].C(C(CC=C)[CH2:27][O:28][SiH2]C1C=CC([Mg]Cl)=CC=1)C=C.CN(C=O)C.Cl. The catalyst is C1COCC1. The product is [CH2:6]([CH:9]([CH2:20][CH:21]=[CH2:22])[CH2:10][O:11][SiH2:12][C:13]1[CH:18]=[CH:17][C:16]([CH:27]=[O:28])=[CH:15][CH:14]=1)[CH:7]=[CH2:8]. The yield is 0.850.